Predict the reactants needed to synthesize the given product. From a dataset of Full USPTO retrosynthesis dataset with 1.9M reactions from patents (1976-2016). (1) Given the product [CH3:1][O:2][C:3]1[CH:4]=[C:5]([CH2:11][CH2:12][NH:13][C:14](=[O:28])[C:15]([C:18]2[CH:27]=[CH:26][C:25]3[CH2:24][CH2:23][CH2:22][CH2:21][C:20]=3[CH:19]=2)=[CH:16][O:17][CH2:32][C:31]#[CH:30])[CH:6]=[CH:7][C:8]=1[O:9][CH3:10], predict the reactants needed to synthesize it. The reactants are: [CH3:1][O:2][C:3]1[CH:4]=[C:5]([CH2:11][CH2:12][NH:13][C:14](=[O:28])[C:15]([C:18]2[CH:27]=[CH:26][C:25]3[CH2:24][CH2:23][CH2:22][CH2:21][C:20]=3[CH:19]=2)=[CH:16][OH:17])[CH:6]=[CH:7][C:8]=1[O:9][CH3:10].Cl[CH2:30][C:31]#[CH:32].C(=O)([O-])[O-].[K+].[K+].CN(C)C=O. (2) Given the product [NH2:48][C:41](=[O:47])[CH2:42][CH2:43][C:44]([N:37]([CH2:36][C@H:24]1[N:23]([C:21]([C:13]2[N:12]=[CH:11][N:10]([CH:2]3[CH2:3][C:4]4[C:9](=[CH:8][CH:7]=[CH:6][CH:5]=4)[CH2:1]3)[C:14]=2[C:15]2[CH:16]=[CH:17][CH:18]=[CH:19][CH:20]=2)=[O:22])[CH2:28][CH2:27][N:26]([C:29]([O:31][C:32]([CH3:33])([CH3:34])[CH3:35])=[O:30])[CH2:25]1)[CH:38]([CH3:40])[CH3:39])=[O:45], predict the reactants needed to synthesize it. The reactants are: [CH2:1]1[C:9]2[C:4](=[CH:5][CH:6]=[CH:7][CH:8]=2)[CH2:3][CH:2]1[N:10]1[C:14]([C:15]2[CH:20]=[CH:19][CH:18]=[CH:17][CH:16]=2)=[C:13]([C:21]([N:23]2[CH2:28][CH2:27][N:26]([C:29]([O:31][C:32]([CH3:35])([CH3:34])[CH3:33])=[O:30])[CH2:25][C@H:24]2[CH2:36][NH:37][CH:38]([CH3:40])[CH3:39])=[O:22])[N:12]=[CH:11]1.[C:41]([NH2:48])(=[O:47])[CH2:42][CH2:43][C:44](O)=[O:45].CCN=C=NCCCN(C)C.Cl.C1C=CC2N(O)N=NC=2C=1.